The task is: Predict the product of the given reaction.. This data is from Forward reaction prediction with 1.9M reactions from USPTO patents (1976-2016). Given the reactants [O:1]1CCO[CH:2]1[C:6]1[CH:7]=[C:8]([C:12]2[O:13][C:14]([C:17]3[CH:22]=[CH:21][C:20]([C:23]([F:26])([F:25])[F:24])=[CH:19][CH:18]=3)=[N:15][N:16]=2)[CH:9]=[CH:10][CH:11]=1.S(=O)(=O)(O)O, predict the reaction product. The product is: [F:26][C:23]([F:24])([F:25])[C:20]1[CH:21]=[CH:22][C:17]([C:14]2[O:13][C:12]([C:8]3[CH:7]=[C:6]([CH:11]=[CH:10][CH:9]=3)[CH:2]=[O:1])=[N:16][N:15]=2)=[CH:18][CH:19]=1.